Dataset: Peptide-MHC class II binding affinity with 134,281 pairs from IEDB. Task: Regression. Given a peptide amino acid sequence and an MHC pseudo amino acid sequence, predict their binding affinity value. This is MHC class II binding data. (1) The MHC is DRB1_0404 with pseudo-sequence DRB1_0404. The peptide sequence is GEFLLDLRPATAWSLYAV. The binding affinity (normalized) is 0.0943. (2) The peptide sequence is KGLMNIALAISAQQVN. The MHC is DRB1_0301 with pseudo-sequence DRB1_0301. The binding affinity (normalized) is 0.282. (3) The peptide sequence is LLNRNNSFKPFAEYK. The MHC is DRB1_0401 with pseudo-sequence DRB1_0401. The binding affinity (normalized) is 0.146. (4) The peptide sequence is GNEPMYAQVRKPKSR. The MHC is DRB1_0701 with pseudo-sequence DRB1_0701. The binding affinity (normalized) is 0.0978. (5) The peptide sequence is GTFVAEFKSRFFVMG. The MHC is DRB1_0101 with pseudo-sequence DRB1_0101. The binding affinity (normalized) is 0.662. (6) The MHC is DRB1_1101 with pseudo-sequence DRB1_1101. The peptide sequence is GELQIVDYIDAAFKI. The binding affinity (normalized) is 0.479. (7) The peptide sequence is AAGVAAWSLIALMIP. The MHC is HLA-DPA10103-DPB10301 with pseudo-sequence HLA-DPA10103-DPB10301. The binding affinity (normalized) is 0.405. (8) The peptide sequence is LQLVGIQRAGLAPTG. The MHC is DRB1_0301 with pseudo-sequence DRB1_0301. The binding affinity (normalized) is 0.711. (9) The peptide sequence is TIAATSFAAAGLAAL. The MHC is DRB1_1501 with pseudo-sequence DRB1_1501. The binding affinity (normalized) is 0.433. (10) The peptide sequence is GFKAALAAAAGVPPADKYRT. The MHC is DRB1_0301 with pseudo-sequence DRB1_0301. The binding affinity (normalized) is 0.0763.